From a dataset of NCI-60 drug combinations with 297,098 pairs across 59 cell lines. Regression. Given two drug SMILES strings and cell line genomic features, predict the synergy score measuring deviation from expected non-interaction effect. (1) Drug 1: C(CC(=O)O)C(=O)CN.Cl. Drug 2: CC1=C(C(=O)C2=C(C1=O)N3CC4C(C3(C2COC(=O)N)OC)N4)N. Cell line: NCIH23. Synergy scores: CSS=41.8, Synergy_ZIP=-6.22, Synergy_Bliss=-7.42, Synergy_Loewe=-30.7, Synergy_HSA=-4.73. (2) Drug 1: C1=CC=C(C(=C1)C(C2=CC=C(C=C2)Cl)C(Cl)Cl)Cl. Drug 2: C1CCC(C(C1)N)N.C(=O)(C(=O)[O-])[O-].[Pt+4]. Cell line: CAKI-1. Synergy scores: CSS=23.8, Synergy_ZIP=-0.123, Synergy_Bliss=-2.60, Synergy_Loewe=-14.7, Synergy_HSA=-2.03. (3) Drug 1: CN1C(=O)N2C=NC(=C2N=N1)C(=O)N. Drug 2: CC1(CCCN1)C2=NC3=C(C=CC=C3N2)C(=O)N. Cell line: NCI-H460. Synergy scores: CSS=42.1, Synergy_ZIP=5.10, Synergy_Bliss=3.36, Synergy_Loewe=5.22, Synergy_HSA=5.27. (4) Drug 1: C1CCC(C(C1)[NH-])[NH-].C(=O)(C(=O)[O-])[O-].[Pt+4]. Drug 2: CCC1=C2N=C(C=C(N2N=C1)NCC3=C[N+](=CC=C3)[O-])N4CCCCC4CCO. Cell line: SW-620. Synergy scores: CSS=67.8, Synergy_ZIP=0.990, Synergy_Bliss=0.459, Synergy_Loewe=-4.15, Synergy_HSA=1.73.